This data is from Peptide-MHC class I binding affinity with 185,985 pairs from IEDB/IMGT. The task is: Regression. Given a peptide amino acid sequence and an MHC pseudo amino acid sequence, predict their binding affinity value. This is MHC class I binding data. The peptide sequence is KPKFCLIDGM. The MHC is HLA-B35:01 with pseudo-sequence HLA-B35:01. The binding affinity (normalized) is 0.0741.